This data is from Peptide-MHC class I binding affinity with 185,985 pairs from IEDB/IMGT. The task is: Regression. Given a peptide amino acid sequence and an MHC pseudo amino acid sequence, predict their binding affinity value. This is MHC class I binding data. (1) The peptide sequence is YTEAAAATCA. The MHC is HLA-A02:01 with pseudo-sequence HLA-A02:01. The binding affinity (normalized) is 0.0291. (2) The peptide sequence is IGYKLTGV. The MHC is H-2-Db with pseudo-sequence H-2-Db. The binding affinity (normalized) is 0.